From a dataset of Reaction yield outcomes from USPTO patents with 853,638 reactions. Predict the reaction yield, written as a fraction of the theoretical maximum amount of product (1.0 means a 100% yield; for example, 0.34 means a 34% yield). The reactants are [Cl:1][C:2]1[CH:7]=[CH:6][C:5]([C:8]2[N:12]([C:13]3[CH:18]=[CH:17][C:16]([O:19][CH3:20])=[CH:15][CH:14]=3)[N:11]=[C:10]([CH2:21][CH2:22][C:23]([OH:25])=[O:24])[CH:9]=2)=[CH:4][CH:3]=1.[CH2:26](O)[CH3:27].OS(O)(=O)=O.CCCCCC. The catalyst is CO.C(OC(=O)C)C. The product is [CH2:26]([O:24][C:23](=[O:25])[CH2:22][CH2:21][C:10]1[CH:9]=[C:8]([C:5]2[CH:4]=[CH:3][C:2]([Cl:1])=[CH:7][CH:6]=2)[N:12]([C:13]2[CH:18]=[CH:17][C:16]([O:19][CH3:20])=[CH:15][CH:14]=2)[N:11]=1)[CH3:27]. The yield is 0.850.